Dataset: Forward reaction prediction with 1.9M reactions from USPTO patents (1976-2016). Task: Predict the product of the given reaction. (1) The product is: [Cl:33][CH2:34][C@H:35]([C@@H:37]([NH:45][C:46]([C@@H:47]([N:49]([CH3:50])[C:1](=[O:9])[CH2:2][CH2:3][CH2:4][CH2:5][CH:6]=[CH2:7])[CH3:48])=[O:51])[CH2:38][C@H:39]([CH3:44])[CH2:40][CH2:41][CH:42]=[CH2:43])[OH:36]. Given the reactants [C:1]([OH:9])(=O)[CH2:2][CH2:3][CH2:4][CH2:5][CH:6]=[CH2:7].C1C=CC2N(O)N=NC=2C=1.CCN=C=NCCCN(C)C.Cl.Cl.[Cl:33][CH2:34][C@H:35]([C@@H:37]([NH:45][C:46](=[O:51])[C@@H:47]([NH:49][CH3:50])[CH3:48])[CH2:38][C@H:39]([CH3:44])[CH2:40][CH2:41][CH:42]=[CH2:43])[OH:36].CCN(C(C)C)C(C)C.Cl, predict the reaction product. (2) Given the reactants [Cl:1][C:2]1[CH:21]=[C:20]([C:22]2[CH2:27][CH2:26][C:25](=[O:28])[NH:24][N:23]=2)[CH:19]=[CH:18][C:3]=1[O:4][CH2:5][C:6]([NH:8][CH2:9][CH2:10][C:11]1[CH:16]=[CH:15][C:14]([OH:17])=[CH:13][CH:12]=1)=[O:7].ClC1C=C(C2CCC(=O)NN=2)C=CC=1OCC(NCC1C=CC(O[CH2:45][CH:46]2[CH2:48][O:47]2)=CC=1)=O, predict the reaction product. The product is: [Cl:1][C:2]1[CH:21]=[C:20]([C:22]2[CH2:27][CH2:26][C:25](=[O:28])[NH:24][N:23]=2)[CH:19]=[CH:18][C:3]=1[O:4][CH2:5][C:6]([NH:8][CH2:9][CH2:10][C:11]1[CH:12]=[CH:13][C:14]([O:17][CH2:45][CH:46]2[CH2:48][O:47]2)=[CH:15][CH:16]=1)=[O:7]. (3) The product is: [Cl:33][C:16]1[C:17]([CH2:19][CH2:20][C:21]2[CH:26]=[CH:25][CH:24]=[CH:23][C:22]=2[C:27]2([C:30]([NH2:32])=[O:31])[CH2:29][CH2:28]2)=[N:18][C:13]([NH:9][C:7]2[CH:6]=[N:5][N:4]([CH2:3][C:2]([F:1])([F:10])[F:11])[CH:8]=2)=[N:14][CH:15]=1. Given the reactants [F:1][C:2]([F:11])([F:10])[CH2:3][N:4]1[CH:8]=[C:7]([NH2:9])[CH:6]=[N:5]1.Cl[C:13]1[N:18]=[C:17]([CH2:19][CH2:20][C:21]2[CH:26]=[CH:25][CH:24]=[CH:23][C:22]=2[C:27]2([C:30]([NH2:32])=[O:31])[CH2:29][CH2:28]2)[C:16]([Cl:33])=[CH:15][N:14]=1.CC1C=CC(S(O)(=O)=O)=CC=1.O, predict the reaction product.